Dataset: NCI-60 drug combinations with 297,098 pairs across 59 cell lines. Task: Regression. Given two drug SMILES strings and cell line genomic features, predict the synergy score measuring deviation from expected non-interaction effect. (1) Drug 1: C1=CC(=CC=C1CC(C(=O)O)N)N(CCCl)CCCl.Cl. Drug 2: CC1C(C(CC(O1)OC2CC(CC3=C2C(=C4C(=C3O)C(=O)C5=C(C4=O)C(=CC=C5)OC)O)(C(=O)CO)O)N)O.Cl. Cell line: M14. Synergy scores: CSS=53.4, Synergy_ZIP=3.02, Synergy_Bliss=7.22, Synergy_Loewe=-6.55, Synergy_HSA=6.26. (2) Drug 1: CC1=C(C=C(C=C1)NC(=O)C2=CC=C(C=C2)CN3CCN(CC3)C)NC4=NC=CC(=N4)C5=CN=CC=C5. Drug 2: C(CC(=O)O)C(=O)CN.Cl. Cell line: LOX IMVI. Synergy scores: CSS=12.6, Synergy_ZIP=-2.83, Synergy_Bliss=-0.607, Synergy_Loewe=0.415, Synergy_HSA=0.924. (3) Drug 2: C1CCN(CC1)CCOC2=CC=C(C=C2)C(=O)C3=C(SC4=C3C=CC(=C4)O)C5=CC=C(C=C5)O. Cell line: HCT116. Synergy scores: CSS=4.39, Synergy_ZIP=1.35, Synergy_Bliss=6.39, Synergy_Loewe=1.87, Synergy_HSA=2.38. Drug 1: C1CCC(C1)C(CC#N)N2C=C(C=N2)C3=C4C=CNC4=NC=N3. (4) Drug 1: C1=NC2=C(N=C(N=C2N1C3C(C(C(O3)CO)O)F)Cl)N. Drug 2: CC1=C(N=C(N=C1N)C(CC(=O)N)NCC(C(=O)N)N)C(=O)NC(C(C2=CN=CN2)OC3C(C(C(C(O3)CO)O)O)OC4C(C(C(C(O4)CO)O)OC(=O)N)O)C(=O)NC(C)C(C(C)C(=O)NC(C(C)O)C(=O)NCCC5=NC(=CS5)C6=NC(=CS6)C(=O)NCCC[S+](C)C)O. Cell line: UO-31. Synergy scores: CSS=22.1, Synergy_ZIP=-8.59, Synergy_Bliss=0.126, Synergy_Loewe=-1.61, Synergy_HSA=2.02. (5) Drug 1: C1=CC(=CC=C1CC(C(=O)O)N)N(CCCl)CCCl.Cl. Drug 2: CC(C)NC(=O)C1=CC=C(C=C1)CNNC.Cl. Cell line: SW-620. Synergy scores: CSS=14.5, Synergy_ZIP=-5.67, Synergy_Bliss=1.18, Synergy_Loewe=-6.74, Synergy_HSA=-2.58. (6) Drug 1: CNC(=O)C1=NC=CC(=C1)OC2=CC=C(C=C2)NC(=O)NC3=CC(=C(C=C3)Cl)C(F)(F)F. Drug 2: C(CN)CNCCSP(=O)(O)O. Cell line: M14. Synergy scores: CSS=7.63, Synergy_ZIP=2.34, Synergy_Bliss=5.31, Synergy_Loewe=6.57, Synergy_HSA=5.02. (7) Drug 1: CN(C)C1=NC(=NC(=N1)N(C)C)N(C)C. Drug 2: CC(C)CN1C=NC2=C1C3=CC=CC=C3N=C2N. Cell line: HT29. Synergy scores: CSS=-9.72, Synergy_ZIP=3.87, Synergy_Bliss=1.50, Synergy_Loewe=-4.82, Synergy_HSA=-4.81. (8) Drug 1: CC1=C(C=C(C=C1)NC2=NC=CC(=N2)N(C)C3=CC4=NN(C(=C4C=C3)C)C)S(=O)(=O)N.Cl. Drug 2: C1C(C(OC1N2C=NC3=C(N=C(N=C32)Cl)N)CO)O. Cell line: SF-539. Synergy scores: CSS=6.45, Synergy_ZIP=-1.04, Synergy_Bliss=-4.53, Synergy_Loewe=-4.84, Synergy_HSA=-4.16.